This data is from Reaction yield outcomes from USPTO patents with 853,638 reactions. The task is: Predict the reaction yield, written as a fraction of the theoretical maximum amount of product (1.0 means a 100% yield; for example, 0.34 means a 34% yield). (1) The reactants are [Cl:1][C:2]1[C:10]([OH:11])=[CH:9][C:8]([I:12])=[C:7]2[C:3]=1[CH2:4][N:5](C(C)(C1C=CC=CC=1)C)[C:6]2=[O:13].Cl.CO. No catalyst specified. The product is [Cl:1][C:2]1[C:10]([OH:11])=[CH:9][C:8]([I:12])=[C:7]2[C:3]=1[CH2:4][NH:5][C:6]2=[O:13]. The yield is 0.580. (2) The reactants are [CH2:1]1[CH:6]2[CH2:7][C:8]3([NH2:11])[CH2:10][CH:4]([CH2:5]2)[CH2:3][CH:2]1[CH2:9]3.[C:12]([C:16]1[CH:21]=[CH:20][C:19]([C:22]2[N:26]=[C:25]([CH2:27]Cl)[O:24][N:23]=2)=[CH:18][CH:17]=1)([CH3:15])([CH3:14])[CH3:13]. No catalyst specified. The product is [C:12]([C:16]1[CH:17]=[CH:18][C:19]([C:22]2[N:26]=[C:25]([CH2:27][NH:11][C:8]34[CH2:10][CH:4]5[CH2:5][CH:6]([CH2:1][CH:2]([CH2:3]5)[CH2:9]3)[CH2:7]4)[O:24][N:23]=2)=[CH:20][CH:21]=1)([CH3:15])([CH3:14])[CH3:13]. The yield is 0.890. (3) The reactants are [NH2:1][C@H:2]1[CH2:7][CH2:6][C@H:5]([NH:8][C:9]2[CH:10]=[C:11]([N:28]([CH:38]3[CH2:40][CH2:39]3)CC3C=CC(OC)=CC=3)[C:12]3[N:13]([C:15]([C:18]([NH:20][C:21]4[CH:26]=[CH:25][N:24]=[C:23]([F:27])[CH:22]=4)=[O:19])=[CH:16][N:17]=3)[N:14]=2)[CH2:4][CH2:3]1.CCN(C(C)C)C(C)C.[C:50]1([S:56](Cl)(=[O:58])=[O:57])[CH:55]=[CH:54][CH:53]=[CH:52][CH:51]=1.C(O)(C(F)(F)F)=O. The catalyst is C(Cl)Cl. The product is [CH:38]1([NH:28][C:11]2[C:12]3[N:13]([C:15]([C:18]([NH:20][C:21]4[CH:26]=[CH:25][N:24]=[C:23]([F:27])[CH:22]=4)=[O:19])=[CH:16][N:17]=3)[N:14]=[C:9]([NH:8][C@H:5]3[CH2:4][CH2:3][C@H:2]([NH:1][S:56]([C:50]4[CH:55]=[CH:54][CH:53]=[CH:52][CH:51]=4)(=[O:58])=[O:57])[CH2:7][CH2:6]3)[CH:10]=2)[CH2:39][CH2:40]1. The yield is 0.125. (4) The reactants are [Cl:1][C:2]1[CH:33]=[N:32][C:5]2=[N:6][C:7]([N:19]3[CH2:24][CH2:23][N:22](C(OC(C)(C)C)=O)[CH2:21][CH2:20]3)=[C:8]([NH:10][CH2:11][CH:12](OCC)OCC)[N:9]=[C:4]2[CH:3]=1.CC1C=CC(S(O)(=O)=O)=CC=1. The catalyst is CC(O)C. The product is [Cl:1][C:2]1[CH:33]=[N:32][C:5]2[N:6]=[C:7]([N:19]3[CH2:20][CH2:21][NH:22][CH2:23][CH2:24]3)[C:8]3[N:9]([CH:12]=[CH:11][N:10]=3)[C:4]=2[CH:3]=1. The yield is 0.310. (5) The reactants are CC[N:3](C(C)C)C(C)C.[I-].ClC1C=CC=C[N+]=1C.[F:19][C:20]1[CH:25]=[CH:24][C:23]([C:26]2[N:30]([CH:31]3[CH2:36][CH2:35][CH2:34][CH2:33][O:32]3)[N:29]=[C:28]([C:37]([OH:39])=O)[CH:27]=2)=[CH:22][CH:21]=1.[Br:40][C:41]1[CH:49]=[CH:48][C:44](C(O)=O)=[CH:43][N:42]=1. The catalyst is C1COCC1. The product is [Br:40][C:41]1[N:42]=[C:43]([NH:3][C:37]([C:28]2[CH:27]=[C:26]([C:23]3[CH:22]=[CH:21][C:20]([F:19])=[CH:25][CH:24]=3)[N:30]([CH:31]3[CH2:36][CH2:35][CH2:34][CH2:33][O:32]3)[N:29]=2)=[O:39])[CH:44]=[CH:48][CH:49]=1. The yield is 0.810. (6) The reactants are C([Cl:4])(=O)C.[OH:5][C@H:6]1[CH2:12][CH2:11][CH2:10][CH2:9][C@@H:8]([NH:13]C(=O)OC(C)(C)C)[CH2:7]1. The catalyst is CO. The product is [ClH:4].[NH2:13][C@@H:8]1[CH2:9][CH2:10][CH2:11][CH2:12][C@H:6]([OH:5])[CH2:7]1. The yield is 0.950. (7) The catalyst is CN(C1C=CN=CC=1)C.C(Cl)Cl.CN(C=O)C.CC#N. The product is [CH3:1][N:2]1[C:6](=[O:7])[N:5](/[CH:8]=[CH:9]/[C:10]([O:12][CH2:20][CH2:21][N:22]2[C:26](=[O:27])[CH2:25][CH2:24][C:23]2=[O:28])=[O:11])[N:4]=[N:3]1. The yield is 0.550. The reactants are [CH3:1][N:2]1[C:6](=[O:7])[N:5](/[CH:8]=[CH:9]/[C:10]([OH:12])=[O:11])[N:4]=[N:3]1.C(Cl)(=O)C(Cl)=O.O[CH2:20][CH2:21][N:22]1[C:26](=[O:27])[CH2:25][CH2:24][C:23]1=[O:28].CCN(C(C)C)C(C)C. (8) The reactants are Br[C:2]1[CH:7]=[CH:6][C:5]([CH:8]([CH2:17][CH:18]2[CH2:22][CH2:21][CH2:20][CH2:19]2)[C:9]([NH:11][C:12]2[S:13][CH:14]=[CH:15][N:16]=2)=[O:10])=[CH:4][CH:3]=1.[S:23]1[CH:27]=[CH:26][CH:25]=[C:24]1B(O)O.C(=O)([O-])[O-].[Na+].[Na+]. The catalyst is COCCOC.C1C=CC([P]([Pd]([P](C2C=CC=CC=2)(C2C=CC=CC=2)C2C=CC=CC=2)([P](C2C=CC=CC=2)(C2C=CC=CC=2)C2C=CC=CC=2)[P](C2C=CC=CC=2)(C2C=CC=CC=2)C2C=CC=CC=2)(C2C=CC=CC=2)C2C=CC=CC=2)=CC=1. The product is [CH:18]1([CH2:17][CH:8]([C:5]2[CH:6]=[CH:7][C:2]([C:24]3[S:23][CH:27]=[CH:26][CH:25]=3)=[CH:3][CH:4]=2)[C:9]([NH:11][C:12]2[S:13][CH:14]=[CH:15][N:16]=2)=[O:10])[CH2:22][CH2:21][CH2:20][CH2:19]1. The yield is 0.0400.